From a dataset of Forward reaction prediction with 1.9M reactions from USPTO patents (1976-2016). Predict the product of the given reaction. (1) Given the reactants N1C=CC=CC=1.[CH3:7][N:8]([CH3:18])[C:9]1[CH:14]=[CH:13][C:12](B(O)O)=[CH:11][CH:10]=1.[C:19]([C:23]1[CH:27]=[C:26]([C:28]([O:30][CH2:31][CH3:32])=[O:29])[NH:25][N:24]=1)([CH3:22])([CH3:21])[CH3:20].CCOCC.CCCC(C)C, predict the reaction product. The product is: [C:19]([C:23]1[CH:27]=[C:26]([C:28]([O:30][CH2:31][CH3:32])=[O:29])[N:25]([C:12]2[CH:13]=[CH:14][C:9]([N:8]([CH3:18])[CH3:7])=[CH:10][CH:11]=2)[N:24]=1)([CH3:22])([CH3:20])[CH3:21]. (2) The product is: [CH3:1][O:2][CH2:3][CH2:4][S:6]([O-:9])(=[O:8])=[O:7].[Na+:10]. Given the reactants [CH3:1][O:2][CH2:3][CH2:4]Cl.[S:6]([O-:9])([O-:8])=[O:7].[Na+:10].[Na+], predict the reaction product. (3) Given the reactants [H-].[Na+].C(OC(=O)[NH:9][C@@H:10]([CH3:25])[CH2:11][C:12]1[C:20]2[CH:19]=[C:18]([OH:21])[CH:17]=[CH:16][C:15]=2[N:14]2[CH2:22][CH2:23][CH2:24][C:13]=12)(C)(C)C.Br[CH2:28][CH2:29][O:30][CH2:31][CH2:32][O:33][CH3:34].O, predict the reaction product. The product is: [CH3:34][O:33][CH2:32][CH2:31][O:30][CH2:29][CH2:28][O:21][C:18]1[CH:17]=[CH:16][C:15]2[N:14]3[CH2:22][CH2:23][CH2:24][C:13]3=[C:12]([CH2:11][C@@H:10]([NH2:9])[CH3:25])[C:20]=2[CH:19]=1. (4) Given the reactants C(OC(=O)[NH:10][C:11]1([C:18]2[CH:23]=[CH:22][C:21]([F:24])=[CH:20][CH:19]=2)[CH2:16][CH2:15][CH:14]([OH:17])[CH2:13][CH2:12]1)C1C=CC=CC=1, predict the reaction product. The product is: [NH2:10][C:11]1([C:18]2[CH:19]=[CH:20][C:21]([F:24])=[CH:22][CH:23]=2)[CH2:16][CH2:15][CH:14]([OH:17])[CH2:13][CH2:12]1. (5) Given the reactants [Cl:1][C:2]1[CH:18]=[CH:17][C:5]([O:6][C:7]2[CH:14]=[CH:13][C:12]([CH2:15]Cl)=[CH:11][C:8]=2[C:9]#[N:10])=[CH:4][C:3]=1[C:19]([F:22])([F:21])[F:20].[CH3:23][O:24][C:25]1[N:30]=[CH:29][C:28]([CH2:31][C:32]2[C:33](=[O:39])[NH:34][C:35](=[S:38])[NH:36][CH:37]=2)=[CH:27][N:26]=1.CCN(C(C)C)C(C)C, predict the reaction product. The product is: [Cl:1][C:2]1[CH:18]=[CH:17][C:5]([O:6][C:7]2[CH:14]=[CH:13][C:12]([CH2:15][S:38][C:35]3[NH:36][CH:37]=[C:32]([CH2:31][C:28]4[CH:29]=[N:30][C:25]([O:24][CH3:23])=[N:26][CH:27]=4)[C:33](=[O:39])[N:34]=3)=[CH:11][C:8]=2[C:9]#[N:10])=[CH:4][C:3]=1[C:19]([F:22])([F:21])[F:20]. (6) Given the reactants P12(SP3(SP(SP(S3)(S1)=S)(=S)S2)=S)=[S:2].[CH:15]([NH2:17])=O.Br[CH2:19][C:20]([C:22]1[CH:27]=[C:26]([O:28][CH3:29])[C:25]([Br:30])=[C:24]([O:31][CH3:32])[CH:23]=1)=O.C([O-])([O-])=O.[Na+].[Na+], predict the reaction product. The product is: [Br:30][C:25]1[C:26]([O:28][CH3:29])=[CH:27][C:22]([C:20]2[N:17]=[CH:15][S:2][CH:19]=2)=[CH:23][C:24]=1[O:31][CH3:32]. (7) Given the reactants [CH3:1][S-:2].[Na+].Br[CH2:5][CH2:6][CH2:7][C:8]1[CH:13]=[C:12]([C:14]([O:16][CH3:17])=[O:15])[N:11]=[C:10]([C:18]([O:20][CH3:21])=[O:19])[CH:9]=1.[Cl-].[NH4+], predict the reaction product. The product is: [CH3:1][S:2][CH2:5][CH2:6][CH2:7][C:8]1[CH:13]=[C:12]([C:14]([O:16][CH3:17])=[O:15])[N:11]=[C:10]([C:18]([O:20][CH3:21])=[O:19])[CH:9]=1. (8) Given the reactants [CH2:1]([CH:8]1[CH2:13][CH2:12][N:11]([C:14]2[N:19]=[CH:18][N:17]=[C:16]([NH:20][NH:21][C:22](=[O:27])[CH2:23][CH:24]3[CH2:26][CH2:25]3)[CH:15]=2)[CH2:10][CH2:9]1)[C:2]1[CH:7]=[CH:6][CH:5]=[CH:4][CH:3]=1.C1C(=O)N([Cl:35])C(=O)C1.S(=O)(=O)(O)[O-].[Na+], predict the reaction product. The product is: [CH2:1]([CH:8]1[CH2:13][CH2:12][N:11]([C:14]2[N:19]=[CH:18][N:17]=[C:16]([NH:20][NH:21][C:22](=[O:27])[CH2:23][CH:24]3[CH2:26][CH2:25]3)[C:15]=2[Cl:35])[CH2:10][CH2:9]1)[C:2]1[CH:7]=[CH:6][CH:5]=[CH:4][CH:3]=1. (9) Given the reactants [Cl:1][C:2]1[CH:3]=[CH:4][C:5]([O:21][CH2:22][CH:23]([CH3:25])[CH3:24])=[C:6]([C:8]([F:20])([F:19])[C:9]2[S:10][CH:11]=[C:12]([C:14]([O:16]CC)=[O:15])[N:13]=2)[CH:7]=1.[OH-].[Na+], predict the reaction product. The product is: [Cl:1][C:2]1[CH:3]=[CH:4][C:5]([O:21][CH2:22][CH:23]([CH3:25])[CH3:24])=[C:6]([C:8]([F:19])([F:20])[C:9]2[S:10][CH:11]=[C:12]([C:14]([OH:16])=[O:15])[N:13]=2)[CH:7]=1.